From a dataset of Catalyst prediction with 721,799 reactions and 888 catalyst types from USPTO. Predict which catalyst facilitates the given reaction. (1) Product: [Cl:1][C:2]1[C:7]([N:8]2[C:12]([S:36]([C:26]3[CH:27]=[CH:28][CH:29]=[CH:30][CH:31]=3)(=[O:40])=[O:38])=[CH:11][C:10]([C:20]([O:22][CH2:23][CH3:24])=[O:21])=[N:9]2)=[CH:6][CH:5]=[CH:4][N:3]=1. Reactant: [Cl:1][C:2]1[C:7]([N:8]2[C:12](SC3C=CC=CC=3)=[CH:11][C:10]([C:20]([O:22][CH2:23][CH3:24])=[O:21])=[N:9]2)=[CH:6][CH:5]=[CH:4][N:3]=1.Cl[C:26]1[CH:31]=[CH:30][CH:29]=[C:28](C(OO)=O)[CH:27]=1.[S:36]([O-:40])([O-])(=[O:38])=S.[Na+].[Na+]. The catalyst class is: 13. (2) Reactant: [CH3:1][O:2][C:3]([C:5]1[N:6]=[C:7](Br)[S:8][C:9]=1[C:10]1[CH:11]=[C:12]([CH3:16])[CH:13]=[CH:14][CH:15]=1)=[O:4]. Product: [CH3:1][O:2][C:3]([C:5]1[N:6]=[CH:7][S:8][C:9]=1[C:10]1[CH:11]=[C:12]([CH3:16])[CH:13]=[CH:14][CH:15]=1)=[O:4]. The catalyst class is: 29. (3) Reactant: [CH:1]([N:4]1[C:8]([C:9]2[N:18]=[C:17]3[N:11]([CH2:12][CH2:13][O:14][C:15]4[CH:22]=[C:21]([O:23]C)[N:20]=[CH:19][C:16]=43)[CH:10]=2)=[N:7][C:6]([CH3:25])=[N:5]1)([CH3:3])[CH3:2]. Product: [CH:1]([N:4]1[C:8]([C:9]2[N:18]=[C:17]3[N:11]([CH2:12][CH2:13][O:14][C:15]4[CH:22]=[C:21]([OH:23])[N:20]=[CH:19][C:16]=43)[CH:10]=2)=[N:7][C:6]([CH3:25])=[N:5]1)([CH3:3])[CH3:2]. The catalyst class is: 570. (4) Product: [CH3:25][C:4]1[N:5]=[C:6]([N:8]2[CH2:12][CH2:11][N:10]([CH2:13][C:14]3[CH:19]=[CH:18][C:17]([C:20]([F:23])([F:22])[F:21])=[CH:16][CH:15]=3)[C:9]2=[O:24])[S:7][C:3]=1[CH:2]=[O:1]. The catalyst class is: 96. Reactant: [OH:1][CH2:2][C:3]1[S:7][C:6]([N:8]2[CH2:12][CH2:11][N:10]([CH2:13][C:14]3[CH:19]=[CH:18][C:17]([C:20]([F:23])([F:22])[F:21])=[CH:16][CH:15]=3)[C:9]2=[O:24])=[N:5][C:4]=1[CH3:25]. (5) Reactant: [Cl:1][C:2]1[CH:7]=[CH:6][C:5]([N:8]2[C:12]([C:13]3[C:18]([F:19])=[CH:17][C:16]([F:20])=[CH:15][C:14]=3[F:21])=[CH:11][N:10]=[C:9]2[CH3:22])=[CH:4][N:3]=1.[Cl:23]N1C(=O)CCC1=O. Product: [Cl:1][C:2]1[CH:7]=[CH:6][C:5]([N:8]2[C:12]([C:13]3[C:14]([F:21])=[CH:15][C:16]([F:20])=[CH:17][C:18]=3[F:19])=[C:11]([Cl:23])[N:10]=[C:9]2[CH3:22])=[CH:4][N:3]=1. The catalyst class is: 22. (6) Reactant: C(C1C(=O)OC(C)(C)OC1=O)(=O)CCCCC.OCCC#N.[C:23]([CH2:30][C:31]([O:33][CH2:34][CH2:35][C:36]#[N:37])=[O:32])(=[O:29])[CH2:24][CH2:25][CH2:26][CH2:27][CH3:28].[N+:38]([C:41]1[CH:48]=[CH:47][C:44]([CH:45]=O)=[CH:43][CH:42]=1)([O-:40])=[O:39].N1CCCCC1.C(O)(=O)C. Product: [C:36]([CH2:35][CH2:34][O:33][C:31](=[O:32])[C:30](=[CH:45][C:44]1[CH:47]=[CH:48][C:41]([N+:38]([O-:40])=[O:39])=[CH:42][CH:43]=1)[C:23](=[O:29])[CH2:24][CH2:25][CH2:26][CH2:27][CH3:28])#[N:37]. The catalyst class is: 41. (7) Reactant: [CH:1]1([C:7]([OH:9])=[O:8])[CH2:6][CH2:5][CH2:4][CH2:3][CH2:2]1.[CH2:10]1[CH2:15]CCC[CH2:11]1.CC1C=CC(S(O)(=O)=O)=CC=1. Product: [CH:10]([O:8][C:7]([CH:1]1[CH2:6][CH2:5][CH2:4][CH2:3][CH2:2]1)=[O:9])([CH3:15])[CH3:11]. The catalyst class is: 32.